Dataset: Full USPTO retrosynthesis dataset with 1.9M reactions from patents (1976-2016). Task: Predict the reactants needed to synthesize the given product. (1) Given the product [CH3:1][O:2][C:3]1[CH:4]=[C:5]2[C:10](=[CH:11][C:12]=1[O:13][CH3:14])[N:9]=[CH:8][CH:7]=[C:6]2[O:15][C:16]1[C:22]([CH3:23])=[CH:21][C:19]([NH:20][C:26](=[O:28])[O:43][CH:39]([CH2:38][CH3:37])[CH2:40][CH2:41][CH3:42])=[C:18]([CH3:24])[CH:17]=1, predict the reactants needed to synthesize it. The reactants are: [CH3:1][O:2][C:3]1[CH:4]=[C:5]2[C:10](=[CH:11][C:12]=1[O:13][CH3:14])[N:9]=[CH:8][CH:7]=[C:6]2[O:15][C:16]1[C:22]([CH3:23])=[CH:21][C:19]([NH2:20])=[C:18]([CH3:24])[CH:17]=1.Cl[C:26](Cl)([O:28]C(=O)OC(Cl)(Cl)Cl)Cl.[CH3:37][CH2:38][CH:39]([OH:43])[CH2:40][CH2:41][CH3:42].C(=O)(O)[O-].[Na+]. (2) Given the product [Br:1][C:2]1[CH:3]=[C:4]([CH:8]([CH3:13])[C:9]#[N:10])[CH:5]=[N:6][CH:7]=1, predict the reactants needed to synthesize it. The reactants are: [Br:1][C:2]1[CH:3]=[C:4]([CH2:8][C:9]#[N:10])[CH:5]=[N:6][CH:7]=1.[H-].[Na+].[CH3:13]I.